Task: Regression. Given a peptide amino acid sequence and an MHC pseudo amino acid sequence, predict their binding affinity value. This is MHC class I binding data.. Dataset: Peptide-MHC class I binding affinity with 185,985 pairs from IEDB/IMGT (1) The MHC is HLA-A68:01 with pseudo-sequence HLA-A68:01. The peptide sequence is HIASKINNNR. The binding affinity (normalized) is 0.729. (2) The peptide sequence is TRKIRSEEL. The MHC is HLA-B15:01 with pseudo-sequence HLA-B15:01. The binding affinity (normalized) is 0.0847. (3) The peptide sequence is RLRDLLLIVTR. The MHC is HLA-A02:02 with pseudo-sequence HLA-A02:02. The binding affinity (normalized) is 0.108. (4) The peptide sequence is YRYGFVANF. The MHC is HLA-B57:01 with pseudo-sequence HLA-B57:01. The binding affinity (normalized) is 0.0847.